Dataset: Catalyst prediction with 721,799 reactions and 888 catalyst types from USPTO. Task: Predict which catalyst facilitates the given reaction. Reactant: Cl[C:2]1[C:11]2[C:6](=[CH:7][CH:8]=[CH:9][CH:10]=2)[N:5]=[C:4]([C:12]2[CH:17]=[CH:16][CH:15]=[CH:14][C:13]=2[O:18][CH3:19])[N:3]=1.C(OC(=O)[NH:26][CH2:27][CH2:28][NH2:29])(C)(C)C.O. Product: [CH3:19][O:18][C:13]1[CH:14]=[CH:15][CH:16]=[CH:17][C:12]=1[C:4]1[N:3]=[C:2]([CH:28]([NH2:29])[CH2:27][NH2:26])[C:11]2[C:6](=[CH:7][CH:8]=[CH:9][CH:10]=2)[N:5]=1. The catalyst class is: 80.